Dataset: Ames mutagenicity test results for genotoxicity prediction. Task: Regression/Classification. Given a drug SMILES string, predict its toxicity properties. Task type varies by dataset: regression for continuous values (e.g., LD50, hERG inhibition percentage) or binary classification for toxic/non-toxic outcomes (e.g., AMES mutagenicity, cardiotoxicity, hepatotoxicity). Dataset: ames. (1) The drug is O=[N+]([O-])c1ccc2ncccc2c1. The result is 1 (mutagenic). (2) The drug is O=C(O)c1ccccc1. The result is 0 (non-mutagenic). (3) The compound is O=C(c1ccccc1)C1OC1c1ccc(Oc2ccccc2)cc1. The result is 0 (non-mutagenic). (4) The drug is C1COCC2(C1)CO2. The result is 1 (mutagenic). (5) The drug is O=C1c2c3c(O)ccc4c3c(c3c(O)ccc(c23)C2OC12)C(O)C1OC41. The result is 1 (mutagenic). (6) The compound is Nc1nc(=O)n(C2OC(CO)C(O)C2O)cc1O. The result is 0 (non-mutagenic). (7) The compound is ClCc1ccccc1. The result is 1 (mutagenic).